From a dataset of Catalyst prediction with 721,799 reactions and 888 catalyst types from USPTO. Predict which catalyst facilitates the given reaction. (1) Reactant: [C:1]1([O:7][C:8](=[O:25])[NH:9][C:10]2[CH:15]=[C:14]([O:16][C:17]3[CH:22]=[CH:21][C:20]([NH2:23])=[CH:19][C:18]=3[F:24])[N:13]=[CH:12][N:11]=2)[CH:6]=[CH:5][CH:4]=[CH:3][CH:2]=1.[F:26][C:27]1[CH:32]=[CH:31][C:30]([NH:33][C:34]([C:36]2([C:39](O)=[O:40])[CH2:38][CH2:37]2)=[O:35])=[CH:29][CH:28]=1.C(N(CC)CC)C.F[P-](F)(F)(F)(F)F.N1(O[P+](N(C)C)(N(C)C)N(C)C)C2C=CC=CC=2N=N1. Product: [C:1]1([O:7][C:8](=[O:25])[NH:9][C:10]2[CH:15]=[C:14]([O:16][C:17]3[CH:22]=[CH:21][C:20]([NH:23][C:39]([C:36]4([C:34](=[O:35])[NH:33][C:30]5[CH:29]=[CH:28][C:27]([F:26])=[CH:32][CH:31]=5)[CH2:37][CH2:38]4)=[O:40])=[CH:19][C:18]=3[F:24])[N:13]=[CH:12][N:11]=2)[CH:6]=[CH:5][CH:4]=[CH:3][CH:2]=1. The catalyst class is: 9. (2) Reactant: C(=O)([O-])[O-].[K+].[K+].[NH:7]1[CH:11]=[CH:10][CH:9]=[N:8]1.CN1CCN(C)C1=O.[CH:20]([C:24]1[C:25]([N:40]([CH2:43][CH3:44])[CH2:41][CH3:42])=[N:26][C:27](S(C)(=O)=O)=[N:28][C:29]=1[NH:30][CH2:31][C:32]([F:35])([F:34])[F:33])([CH2:22][CH3:23])[CH3:21]. Product: [CH:20]([C:24]1[C:25]([N:40]([CH2:43][CH3:44])[CH2:41][CH3:42])=[N:26][C:27]([N:7]2[CH:11]=[CH:10][CH:9]=[N:8]2)=[N:28][C:29]=1[NH:30][CH2:31][C:32]([F:34])([F:33])[F:35])([CH2:22][CH3:23])[CH3:21]. The catalyst class is: 6. (3) Reactant: C(O)(=O)C1C=CC=NC=1.C[I:11].[CH3:12][N:13]1[CH:21]=[CH:20][CH:19]=[C:15]([C:16]([OH:18])=[O:17])[CH2:14]1. Product: [CH3:12][N+:13]1[CH:21]=[CH:20][CH:19]=[C:15]([C:16]([O-:18])=[O:17])[CH:14]=1.[IH:11]. The catalyst class is: 8. (4) Reactant: [CH3:1][C:2]1[CH:3]=[C:4]([NH2:8])[CH:5]=[CH:6][CH:7]=1.S(=O)(=O)(O)O.[CH3:14][C:15]([CH:17]=[CH2:18])=O. Product: [CH3:1][C:2]1[CH:3]=[C:4]2[C:5]([C:17]([CH3:18])=[CH:15][CH:14]=[N:8]2)=[CH:6][CH:7]=1. The catalyst class is: 12. (5) Reactant: [SH:1][C:2]1[S:3][C:4]2[CH2:14][CH2:13][C:12]3[C:7](=[CH:8][CH:9]=[CH:10][C:11]=3[O:15][CH2:16][C:17]([O:19][CH2:20][CH3:21])=[O:18])[C:5]=2[N:6]=1.CS(O[CH2:27][CH:28]([C:35]1[CH:40]=[CH:39][CH:38]=[CH:37][CH:36]=1)[C:29]1[CH:34]=[CH:33][CH:32]=[CH:31][CH:30]=1)(=O)=O.C(=O)([O-])[O-].[K+].[K+]. Product: [C:29]1([CH:28]([C:35]2[CH:36]=[CH:37][CH:38]=[CH:39][CH:40]=2)[CH2:27][S:1][C:2]2[S:3][C:4]3[CH2:14][CH2:13][C:12]4[C:7](=[CH:8][CH:9]=[CH:10][C:11]=4[O:15][CH2:16][C:17]([O:19][CH2:20][CH3:21])=[O:18])[C:5]=3[N:6]=2)[CH:34]=[CH:33][CH:32]=[CH:31][CH:30]=1. The catalyst class is: 35. (6) Reactant: O1CCCCC1[N:7]1[CH:11]=[CH:10][C:9]([CH:12]([C:14]2[CH:31]=[CH:30][C:17]3[N:18](COCC[Si](C)(C)C)[C:19](=[O:21])[S:20][C:16]=3[CH:15]=2)[CH3:13])=[N:8]1.FC(F)(F)C(O)=O. Product: [NH:7]1[CH:11]=[CH:10][C:9]([CH:12]([C:14]2[CH:31]=[CH:30][C:17]3[NH:18][C:19](=[O:21])[S:20][C:16]=3[CH:15]=2)[CH3:13])=[N:8]1. The catalyst class is: 4. (7) Reactant: [Cl-].[CH3:2][O:3]C[P+](C1C=CC=CC=1)(C1C=CC=CC=1)C1C=CC=CC=1.C[Si]([N-][Si](C)(C)C)(C)C.[K+].[O:34]=[C:35]1[N:43]([CH2:44][CH2:45][CH3:46])[C:42]2[NH:41][C:40]([C:47]34[CH2:54][CH2:53][C:50]([CH:55]=O)([CH2:51][CH2:52]3)[CH2:49][CH2:48]4)=[N:39][C:38]=2[C:37](=[O:57])[N:36]1[CH2:58][CH2:59][CH3:60]. Product: [O:34]=[C:35]1[N:43]([CH2:44][CH2:45][CH3:46])[C:42]2[NH:41][C:40]([C:47]34[CH2:54][CH2:53][C:50]([CH2:55][CH:2]=[O:3])([CH2:51][CH2:52]3)[CH2:49][CH2:48]4)=[N:39][C:38]=2[C:37](=[O:57])[N:36]1[CH2:58][CH2:59][CH3:60]. The catalyst class is: 1.